From a dataset of Full USPTO retrosynthesis dataset with 1.9M reactions from patents (1976-2016). Predict the reactants needed to synthesize the given product. (1) Given the product [Cl:1][C:2]1[CH:3]=[C:4]([C:10]2[C:11]([CH3:26])=[N:12][N:13]([CH2:16][C:17]3[CH:18]=[CH:19][C:20]([C:23]([NH:45][CH2:46][C:47]([OH:49])([CH3:50])[CH3:48])=[O:25])=[N:21][CH:22]=3)[C:14]=2[CH3:15])[CH:5]=[CH:6][C:7]=1[C:8]#[N:9], predict the reactants needed to synthesize it. The reactants are: [Cl:1][C:2]1[CH:3]=[C:4]([C:10]2[C:11]([CH3:26])=[N:12][N:13]([CH2:16][C:17]3[CH:18]=[CH:19][C:20]([C:23]([OH:25])=O)=[N:21][CH:22]=3)[C:14]=2[CH3:15])[CH:5]=[CH:6][C:7]=1[C:8]#[N:9].C[N+]1(C2N=C(OC)N=C(OC)N=2)CCOCC1.[Cl-].[NH2:45][CH2:46][C:47]([CH3:50])([OH:49])[CH3:48].O. (2) Given the product [Br:8][C:4]1[CH:3]=[C:2]([N:12]2[CH2:13][CH2:14][CH2:15][N:9]([C:16]([O:18][C:19]([CH3:22])([CH3:21])[CH3:20])=[O:17])[CH2:10][CH2:11]2)[CH:7]=[CH:6][CH:5]=1, predict the reactants needed to synthesize it. The reactants are: Br[C:2]1[CH:7]=[CH:6][CH:5]=[C:4]([Br:8])[CH:3]=1.[N:9]1([C:16]([O:18][C:19]([CH3:22])([CH3:21])[CH3:20])=[O:17])[CH2:15][CH2:14][CH2:13][NH:12][CH2:11][CH2:10]1.CC1(C)C2C(=C(P(C3C=CC=CC=3)C3C=CC=CC=3)C=CC=2)OC2C(P(C3C=CC=CC=3)C3C=CC=CC=3)=CC=CC1=2.CC(C)([O-])C.[Na+]. (3) Given the product [OH:8][CH2:9][CH2:10][CH2:11][C:12]1[C:20]2[C:15](=[CH:16][CH:17]=[C:18]([CH2:21][S:22]([NH:25][CH3:26])(=[O:24])=[O:23])[CH:19]=2)[NH:14][C:13]=1[Si:27]([CH3:30])([CH3:28])[CH3:29], predict the reactants needed to synthesize it. The reactants are: [Si]([O:8][CH2:9][CH2:10][CH2:11][C:12]1[C:20]2[C:15](=[CH:16][CH:17]=[C:18]([CH2:21][S:22]([NH:25][CH3:26])(=[O:24])=[O:23])[CH:19]=2)[NH:14][C:13]=1[Si:27]([CH3:30])([CH3:29])[CH3:28])(C(C)(C)C)(C)C.F. (4) Given the product [CH2:1]([O:3][C:4]([N:6]1[CH2:11][CH2:10][NH:9][C@H:8]([CH3:22])[CH2:7]1)=[O:5])[CH3:2], predict the reactants needed to synthesize it. The reactants are: [CH2:1]([O:3][C:4]([N:6]1[CH2:11][CH2:10][N:9](C(OCC2C=CC=CC=2)=O)[C@H:8]([CH3:22])[CH2:7]1)=[O:5])[CH3:2]. (5) Given the product [N:18]1[CH:23]=[CH:22][CH:21]=[CH:20][C:19]=1[CH:24]([C:1]#[N:4])[C:25]#[N:26], predict the reactants needed to synthesize it. The reactants are: [CH:1]([NH:4]C(C)C)(C)C.[Li]CCCC.C1COCC1.[N:18]1[CH:23]=[CH:22][CH:21]=[CH:20][C:19]=1[CH2:24][C:25]#[N:26].ClC1C=CC=CC=1CSC#N. (6) The reactants are: [Br:1][C:2]1[CH:3]=[N:4][CH:5]=[C:6]([N+:9]([O-:11])=[O:10])[C:7]=1O.O=P(Cl)(Cl)[Cl:14]. Given the product [Br:1][C:2]1[CH:3]=[N:4][CH:5]=[C:6]([N+:9]([O-:11])=[O:10])[C:7]=1[Cl:14], predict the reactants needed to synthesize it.